Predict hERG channel inhibition at various concentrations. From a dataset of hERG Central: cardiac toxicity at 1µM, 10µM, and general inhibition. The compound is CC1CCN(C(=O)c2ccc(-n3cnnn3)cc2)CC1. Results: hERG_inhib (hERG inhibition (general)): blocker.